From a dataset of Catalyst prediction with 721,799 reactions and 888 catalyst types from USPTO. Predict which catalyst facilitates the given reaction. (1) Reactant: [C:1]([C:3]1[N:8]=[CH:7][C:6]([NH:9][C:10](=[O:17])OCC(Cl)(Cl)Cl)=[CH:5][CH:4]=1)#[N:2].[C:18]1([C:24]2[N:28]=[C:27]([N:29]3[CH2:34][CH2:33][NH:32][CH2:31][CH2:30]3)[S:26][N:25]=2)[CH:23]=[CH:22][CH:21]=[CH:20][CH:19]=1.C(N(C(C)C)CC)(C)C.O. Product: [C:1]([C:3]1[N:8]=[CH:7][C:6]([NH:9][C:10]([N:32]2[CH2:33][CH2:34][N:29]([C:27]3[S:26][N:25]=[C:24]([C:18]4[CH:23]=[CH:22][CH:21]=[CH:20][CH:19]=4)[N:28]=3)[CH2:30][CH2:31]2)=[O:17])=[CH:5][CH:4]=1)#[N:2]. The catalyst class is: 16. (2) Reactant: [CH3:1][C:2]1([CH3:20])[C:13]2[C:14]3[N:5]([C:6](=[O:19])[C:7](=[O:18])[N:8]([CH2:15][C:16]#[CH:17])[C:9]=3[CH:10]=[CH:11][CH:12]=2)[CH2:4][CH2:3]1.[N:21]([CH2:24][C:25]([O:27][CH2:28][CH3:29])=[O:26])=[N+:22]=[N-:23].O. Product: [CH3:1][C:2]1([CH3:20])[C:13]2[C:14]3[N:5]([C:6](=[O:19])[C:7](=[O:18])[N:8]([CH2:15][C:16]4[N:23]=[N:22][N:21]([CH2:24][C:25]([O:27][CH2:28][CH3:29])=[O:26])[CH:17]=4)[C:9]=3[CH:10]=[CH:11][CH:12]=2)[CH2:4][CH2:3]1. The catalyst class is: 767. (3) The catalyst class is: 185. Product: [Cl:36][C:37]1[N:38]=[N:39][CH:40]=[C:41]([N:43]2[CH:47]=[CH:46][C:45]([N:30]3[CH2:31][C@H:32]([CH3:34])[O:33][C@H:28]([C@@H:20]([OH:19])[C:21]([O:23][C:24]([CH3:27])([CH3:25])[CH3:26])=[O:22])[C:29]3=[O:35])=[N:44]2)[CH:42]=1. Reactant: [O-]P([O-])([O-])=O.[K+].[K+].[K+].CN(C)[C@@H]1CCCC[C@H]1N.[OH:19][C@H:20]([C@H:28]1[O:33][C@@H:32]([CH3:34])[CH2:31][NH:30][C:29]1=[O:35])[C:21]([O:23][C:24]([CH3:27])([CH3:26])[CH3:25])=[O:22].[Cl:36][C:37]1[N:38]=[N:39][CH:40]=[C:41]([N:43]2[CH:47]=[CH:46][C:45](I)=[N:44]2)[CH:42]=1. (4) Reactant: Cl.[NH2:2][C@H:3]([C:8]1[CH:13]=[CH:12][CH:11]=[CH:10][CH:9]=1)[C:4]([O:6][CH3:7])=[O:5].CCN(CC)CC.[F:21][C:22]([F:33])([F:32])[C:23](O[C:23](=[O:24])[C:22]([F:33])([F:32])[F:21])=[O:24]. Product: [C:8]1([C@@H:3]([NH:2][C:23](=[O:24])[C:22]([F:33])([F:32])[F:21])[C:4]([O:6][CH3:7])=[O:5])[CH:13]=[CH:12][CH:11]=[CH:10][CH:9]=1. The catalyst class is: 25. (5) Reactant: [I:1][C:2]1[CH:3]=[C:4]2[C:9](=[CH:10][CH:11]=1)[N:8]([CH:12]1[CH2:14][CH2:13]1)[CH:7]=[C:6]([C:15]([O:17]CC)=[O:16])[C:5]2=[O:20].[OH-].[Na+].C(O)(=O)CC(CC(O)=O)(C(O)=O)O. Product: [I:1][C:2]1[CH:3]=[C:4]2[C:9](=[CH:10][CH:11]=1)[N:8]([CH:12]1[CH2:14][CH2:13]1)[CH:7]=[C:6]([C:15]([OH:17])=[O:16])[C:5]2=[O:20]. The catalyst class is: 1.